This data is from Human Reference Interactome with 51,813 positive PPI pairs across 8,248 proteins, plus equal number of experimentally-validated negative pairs. The task is: Binary Classification. Given two protein amino acid sequences, predict whether they physically interact or not. Protein 1 (ENSG00000182117) has sequence MFLQYYLNEQGDRVYTLKKFDPMGQQTCSAHPARFSPDDKYSRHRITIKKRFKVLMTQQPRPVL*MFLQYYLNEQGDRVYTLKMTNTLDTESPSRNASRCS*. Protein 2 (ENSG00000261652) has sequence MTDRNRDKKSTSPSNSDTEMKSEQLPPCVNPGNPVFSCMLDPKTLQTATSLSKPQMIMYKTNSSHYGEFLPIPQFFPCNYTPKEQVFSSHIRATGFYQNNTLNTAPDRTRTLDFPNIQHTL*. Result: 0 (the proteins do not interact).